From a dataset of Catalyst prediction with 721,799 reactions and 888 catalyst types from USPTO. Predict which catalyst facilitates the given reaction. (1) Reactant: [CH2:1]([O:3][C:4]([C:6]1[O:14][C:13]2[C:12]([F:15])=[CH:11][N:10]=[CH:9][C:8]=2[C:7]=1[OH:16])=[O:5])[CH3:2].N1C=CC=CC=1.[F:23][C:24]([F:37])([F:36])[S:25](O[S:25]([C:24]([F:37])([F:36])[F:23])(=[O:27])=[O:26])(=[O:27])=[O:26]. Product: [CH2:1]([O:3][C:4]([C:6]1[O:14][C:13]2[C:12]([F:15])=[CH:11][N:10]=[CH:9][C:8]=2[C:7]=1[O:16][S:25]([C:24]([F:37])([F:36])[F:23])(=[O:27])=[O:26])=[O:5])[CH3:2]. The catalyst class is: 4. (2) Reactant: CN(C)C=O.[NH2:6][C:7](=[S:27])[NH:8][C:9]([C:11]1[N:12]([CH2:22][C:23]([O:25][CH3:26])=[O:24])[C:13]2[C:18]([CH:19]=1)=[CH:17][C:16]([CH3:20])=[CH:15][C:14]=2[CH3:21])=[O:10].Br[CH:29]([CH2:42][CH:43]1[CH2:48][CH2:47][CH2:46][CH2:45][CH2:44]1)[C:30]([C:32]1[CH:37]=[C:36]([O:38][CH3:39])[CH:35]=[CH:34][C:33]=1[O:40][CH3:41])=O. Product: [CH3:26][O:25][C:23](=[O:24])[CH2:22][N:12]1[C:13]2[C:18](=[CH:17][C:16]([CH3:20])=[CH:15][C:14]=2[CH3:21])[CH:19]=[C:11]1[C:9]([NH:8][C:7]1[S:27][C:29]([CH2:42][CH:43]2[CH2:44][CH2:45][CH2:46][CH2:47][CH2:48]2)=[C:30]([C:32]2[CH:37]=[C:36]([O:38][CH3:39])[CH:35]=[CH:34][C:33]=2[O:40][CH3:41])[N:6]=1)=[O:10]. The catalyst class is: 8. (3) Reactant: Br[C:2]1[CH:7]=[CH:6][CH:5]=[CH:4][C:3]=1[CH3:8].[F:9][C:10]1[CH:15]=[CH:14][CH:13]=[C:12]([O:16][CH3:17])[C:11]=1B(O)O.C(=O)([O-])[O-].[Na+].[Na+]. Product: [CH3:17][O:16][C:12]1[C:11]([C:2]2[CH:7]=[CH:6][CH:5]=[CH:4][C:3]=2[CH3:8])=[C:10]([F:9])[CH:15]=[CH:14][CH:13]=1. The catalyst class is: 73. (4) Reactant: C([O:8][C:9]1[C:10]([O:27][CH3:28])=[C:11]([CH3:26])[C:12]([CH2:15][NH:16][C:17]2[C:22]([Cl:23])=[C:21]([CH3:24])[N:20]=[C:19]([CH3:25])[N:18]=2)=[N:13][CH:14]=1)C1C=CC=CC=1.Cl.[OH-].[Na+]. Product: [Cl:23][C:22]1[C:17]([NH:16][CH2:15][C:12]2[N:13]=[CH:14][C:9]([OH:8])=[C:10]([O:27][CH3:28])[C:11]=2[CH3:26])=[N:18][C:19]([CH3:25])=[N:20][C:21]=1[CH3:24]. The catalyst class is: 8. (5) Reactant: [CH3:1][P:2]([CH2:5][N:6]1[CH2:11][CH2:10][N:9]([CH2:12][C:13]2[CH:18]=[CH:17][C:16]([NH:19][C:20](=[O:34])[C:21]3[CH:26]=[CH:25][C:24]([CH3:27])=[C:23]([C:28]#[C:29][Si](C)(C)C)[CH:22]=3)=[CH:15][C:14]=2[C:35]([F:38])([F:37])[F:36])[CH2:8][CH2:7]1)([CH3:4])=[O:3].CCCC[N+](CCCC)(CCCC)CCCC.[F-]. Product: [CH3:1][P:2]([CH2:5][N:6]1[CH2:11][CH2:10][N:9]([CH2:12][C:13]2[CH:18]=[CH:17][C:16]([NH:19][C:20](=[O:34])[C:21]3[CH:26]=[CH:25][C:24]([CH3:27])=[C:23]([C:28]#[CH:29])[CH:22]=3)=[CH:15][C:14]=2[C:35]([F:38])([F:36])[F:37])[CH2:8][CH2:7]1)([CH3:4])=[O:3]. The catalyst class is: 1. (6) Reactant: Br.Br[CH2:3][C:4]([C:6]1[CH:11]=[CH:10][N:9]=[CH:8][CH:7]=1)=O.[F:12][C:13]([F:25])([F:24])[C:14]1[CH:15]=[C:16]([NH:20][C:21]([NH2:23])=[S:22])[CH:17]=[CH:18][CH:19]=1.N. Product: [N:9]1[CH:10]=[CH:11][C:6]([C:4]2[N:23]=[C:21]([NH:20][C:16]3[CH:17]=[CH:18][CH:19]=[C:14]([C:13]([F:24])([F:12])[F:25])[CH:15]=3)[S:22][CH:3]=2)=[CH:7][CH:8]=1. The catalyst class is: 88. (7) Reactant: [CH3:1][N:2]1[C:6]([NH:7][C:8]([C:21]2[CH:26]=[CH:25][CH:24]=[CH:23][CH:22]=2)([C:15]2[CH:20]=[CH:19][CH:18]=[CH:17][CH:16]=2)[C:9]2[CH:14]=[CH:13][CH:12]=[CH:11][CH:10]=2)=[C:5]([NH:27][C:28](=[O:50])[CH2:29][NH:30][C:31]([C:44]2[CH:49]=[CH:48][CH:47]=[CH:46][CH:45]=2)([C:38]2[CH:43]=[CH:42][CH:41]=[CH:40][CH:39]=2)[C:32]2[CH:37]=[CH:36][CH:35]=[CH:34][CH:33]=2)[CH:4]=[N:3]1.[H-].[Na+].[CH3:53]I.O. Product: [CH3:53][N:27]([C:5]1[CH:4]=[N:3][N:2]([CH3:1])[C:6]=1[NH:7][C:8]([C:15]1[CH:20]=[CH:19][CH:18]=[CH:17][CH:16]=1)([C:21]1[CH:26]=[CH:25][CH:24]=[CH:23][CH:22]=1)[C:9]1[CH:10]=[CH:11][CH:12]=[CH:13][CH:14]=1)[C:28](=[O:50])[CH2:29][NH:30][C:31]([C:38]1[CH:43]=[CH:42][CH:41]=[CH:40][CH:39]=1)([C:32]1[CH:33]=[CH:34][CH:35]=[CH:36][CH:37]=1)[C:44]1[CH:45]=[CH:46][CH:47]=[CH:48][CH:49]=1. The catalyst class is: 9.